This data is from Full USPTO retrosynthesis dataset with 1.9M reactions from patents (1976-2016). The task is: Predict the reactants needed to synthesize the given product. (1) Given the product [CH2:1]([O:3][C:4](=[O:17])[C:5]1[CH:6]=[C:7]([CH3:18])[N:8]=[C:9]([N:11]([CH2:14][CH3:15])[CH2:12][CH3:13])[CH:10]=1)[CH3:2], predict the reactants needed to synthesize it. The reactants are: [CH2:1]([O:3][C:4](=[O:17])[C:5]1[CH:10]=[C:9]([N:11]([CH2:14][CH3:15])[CH2:12][CH3:13])[N:8]=[C:7](Cl)[CH:6]=1)[CH3:2].[CH3:18][Zn]Cl. (2) Given the product [ClH:35].[CH3:26][C:25]1([CH3:27])[C@@H:22]2[CH2:23][CH2:24][C@@:19]1([CH2:18][S:17][S:16][CH2:15][C:3]13[C:2]([CH3:1])([CH3:34])[CH:6]([CH2:7][CH2:8]1)[CH2:5][CH:4]3[N:9]1[CH2:14][CH2:13][O:12][CH2:11][CH2:10]1)[C@H:20]([N:28]1[CH2:29][CH2:30][O:31][CH2:32][CH2:33]1)[CH2:21]2, predict the reactants needed to synthesize it. The reactants are: [CH3:1][C:2]1([CH3:34])[C@@H:6]2[CH2:7][CH2:8][C@@:3]1([CH2:15][S:16][S:17][CH2:18][C:19]13[C:25]([CH3:27])([CH3:26])[CH:22]([CH2:23][CH2:24]1)[CH2:21][CH:20]3[N:28]1[CH2:33][CH2:32][O:31][CH2:30][CH2:29]1)[C@H:4]([N:9]1[CH2:14][CH2:13][O:12][CH2:11][CH2:10]1)[CH2:5]2.[ClH:35]. (3) The reactants are: [NH2:1][C:2]1[CH:10]=[CH:9][C:5]([C:6]([OH:8])=[O:7])=[C:4]([O:11][CH3:12])[CH:3]=1.[F:13][C:14]([F:26])([F:25])[O:15][C:16]1[CH:21]=[CH:20][C:19]([N:22]=[C:23]=[O:24])=[CH:18][CH:17]=1. Given the product [CH3:12][O:11][C:4]1[CH:3]=[C:2]([NH:1][C:23]([NH:22][C:19]2[CH:20]=[CH:21][C:16]([O:15][C:14]([F:13])([F:25])[F:26])=[CH:17][CH:18]=2)=[O:24])[CH:10]=[CH:9][C:5]=1[C:6]([OH:8])=[O:7], predict the reactants needed to synthesize it. (4) Given the product [F:1][C:2]1[C:3]([C:9]2[N:10]([CH:15]([CH3:17])[CH3:16])[C:11]([CH3:14])=[N:12][CH:13]=2)=[N:4][C:5]([NH:8][C:67]2[CH:68]=[CH:69][C:70]([C:73]([N:75]3[CH2:80][CH2:79][O:78][CH2:77][CH2:76]3)=[O:74])=[CH:71][CH:72]=2)=[N:6][CH:7]=1, predict the reactants needed to synthesize it. The reactants are: [F:1][C:2]1[C:3]([C:9]2[N:10]([CH:15]([CH3:17])[CH3:16])[C:11]([CH3:14])=[N:12][CH:13]=2)=[N:4][C:5]([NH2:8])=[N:6][CH:7]=1.CC1(C)C2C(=C(P(C3C=CC=CC=3)C3C=CC=CC=3)C=CC=2)OC2C(P(C3C=CC=CC=3)C3C=CC=CC=3)=CC=CC1=2.C(=O)([O-])[O-].[Cs+].[Cs+].I[C:67]1[CH:72]=[CH:71][C:70]([C:73]([N:75]2[CH2:80][CH2:79][O:78][CH2:77][CH2:76]2)=[O:74])=[CH:69][CH:68]=1. (5) The reactants are: [Si:1]([O:8][CH2:9][CH2:10][C:11]1[CH:16]=[CH:15][C:14]([C:17]2[CH:18]=[C:19]3[C:24](=[CH:25][CH:26]=2)[CH2:23][NH:22][CH2:21][CH2:20]3)=[CH:13][CH:12]=1)([C:4]([CH3:7])([CH3:6])[CH3:5])([CH3:3])[CH3:2].C(N(CC)CC)C.[C:34]([O:37][CH2:38][C:39](Cl)=[O:40])(=[O:36])[CH3:35]. Given the product [C:34]([O:37][CH2:38][C:39]([N:22]1[CH2:21][CH2:20][C:19]2[C:24](=[CH:25][CH:26]=[C:17]([C:14]3[CH:15]=[CH:16][C:11]([CH2:10][CH2:9][O:8][Si:1]([C:4]([CH3:6])([CH3:7])[CH3:5])([CH3:3])[CH3:2])=[CH:12][CH:13]=3)[CH:18]=2)[CH2:23]1)=[O:40])(=[O:36])[CH3:35], predict the reactants needed to synthesize it. (6) Given the product [NH2:2][C:1]1[N:16]([CH2:17][CH3:18])[C:14]2[N:15]=[C:10]([Cl:9])[N:11]=[CH:12][C:13]=2[C:25](=[O:26])[C:3]=1[C:4]([NH2:6])=[O:5], predict the reactants needed to synthesize it. The reactants are: [C:1]([CH2:3][C:4]([NH2:6])=[O:5])#[N:2].[H-].[Na+].[Cl:9][C:10]1(C(F)=O)[N:15]=[C:14]([NH:16][CH2:17][CH3:18])[CH:13]=[CH:12][NH:11]1.CN([CH:25]=[O:26])C.